Task: Predict which catalyst facilitates the given reaction.. Dataset: Catalyst prediction with 721,799 reactions and 888 catalyst types from USPTO (1) Reactant: [CH3:1][N:2]1[CH2:5][C:4]([N:7]([CH3:24])[C:8]2[CH:9]=[C:10]3[C:19](=[CH:20][CH:21]=2)[O:18][CH2:17][C:16]2[N:11]3[C@H:12]([CH3:23])[C:13](=[O:22])[NH:14][N:15]=2)([CH3:6])[CH2:3]1.[Br-:25].[Br-].[Br-].C([N+](CCCC)(CCCC)CCCC)CCC.C([N+](CCCC)(CCCC)CCCC)CCC.C([N+](CCCC)(CCCC)CCCC)CCC.[O-]S([O-])(=S)=O.[Na+].[Na+].C(=O)(O)[O-].[Na+]. Product: [Br:25][C:21]1[CH:20]=[C:19]2[C:10]([N:11]3[C:16]([CH2:17][O:18]2)=[N:15][NH:14][C:13](=[O:22])[C@H:12]3[CH3:23])=[CH:9][C:8]=1[N:7]([C:4]1([CH3:6])[CH2:5][N:2]([CH3:1])[CH2:3]1)[CH3:24]. The catalyst class is: 61. (2) Product: [CH3:1][C:2]1([CH3:10])[CH2:7][CH:6]([NH2:17])[CH2:5][CH:4]([CH3:9])[NH:3]1. Reactant: [CH3:1][C:2]1([CH3:10])[CH2:7][C:6](=O)[CH2:5][CH:4]([CH3:9])[NH:3]1.C([O-])(=O)C.[NH4+].C([BH3-])#[N:17].[Na+].Cl. The catalyst class is: 5.